Dataset: Forward reaction prediction with 1.9M reactions from USPTO patents (1976-2016). Task: Predict the product of the given reaction. (1) Given the reactants [F:1][C:2]1[CH:7]=[CH:6][C:5]([O:8][CH3:9])=[CH:4][C:3]=1[C:10]1[C:11]([O:18][CH2:19][CH:20]([CH3:22])[CH3:21])=[N:12][C:13]([CH2:16][OH:17])=[N:14][CH:15]=1.Cl[C:24]1[N:29]=[CH:28][N:27]=[C:26]([CH:30]([CH:37]2[CH2:39][CH2:38]2)[CH2:31][C:32]([O:34][CH2:35][CH3:36])=[O:33])[CH:25]=1.[H-].[Na+].Cl, predict the reaction product. The product is: [CH:37]1([CH:30]([C:26]2[CH:25]=[C:24]([O:17][CH2:16][C:13]3[N:12]=[C:11]([O:18][CH2:19][CH:20]([CH3:22])[CH3:21])[C:10]([C:3]4[CH:4]=[C:5]([O:8][CH3:9])[CH:6]=[CH:7][C:2]=4[F:1])=[CH:15][N:14]=3)[N:29]=[CH:28][N:27]=2)[CH2:31][C:32]([O:34][CH2:35][CH3:36])=[O:33])[CH2:39][CH2:38]1. (2) Given the reactants CC(OI1(OC(C)=O)(OC(C)=O)OC(=O)C2C=CC=CC1=2)=O.[CH:23]1[C:35]2[CH:34]([CH2:36][O:37][C:38]([N:40]3[CH:44]=[CH:43][C:42]([NH:45][C:46](=[O:70])[CH:47]([C:49]4([NH:53][C:54](=[O:69])[CH:55]([NH:63][C:64]([O:66][CH2:67][CH3:68])=[O:65])[CH2:56][C:57]5([F:62])[CH2:61][CH2:60][CH2:59][CH2:58]5)[CH2:52][CH2:51][CH2:50]4)[OH:48])=[N:41]3)=[O:39])[C:33]3[C:28](=[CH:29][CH:30]=[CH:31][CH:32]=3)[C:27]=2[CH:26]=[CH:25][CH:24]=1, predict the reaction product. The product is: [CH:23]1[C:35]2[CH:34]([CH2:36][O:37][C:38]([N:40]3[CH:44]=[CH:43][C:42]([NH:45][C:46](=[O:70])[C:47]([C:49]4([NH:53][C:54](=[O:69])[CH:55]([NH:63][C:64]([O:66][CH2:67][CH3:68])=[O:65])[CH2:56][C:57]5([F:62])[CH2:61][CH2:60][CH2:59][CH2:58]5)[CH2:50][CH2:51][CH2:52]4)=[O:48])=[N:41]3)=[O:39])[C:33]3[C:28](=[CH:29][CH:30]=[CH:31][CH:32]=3)[C:27]=2[CH:26]=[CH:25][CH:24]=1. (3) Given the reactants [Cl:1][C:2]1[CH:7]=[CH:6][CH:5]=[CH:4][C:3]=1[C:8]([N:10]=[C:11]=[S:12])=[O:9].[Cl:13][C:14]1[CH:20]=[C:19]([O:21][C:22]2[C:31]3[C:26](=[CH:27][C:28]([O:34][CH3:35])=[C:29]([O:32][CH3:33])[CH:30]=3)[N:25]=[CH:24][CH:23]=2)[CH:18]=[CH:17][C:15]=1[NH2:16].C1(C)C=CC=CC=1, predict the reaction product. The product is: [Cl:1][C:2]1[CH:7]=[CH:6][CH:5]=[CH:4][C:3]=1[C:8]([NH:10][C:11]([NH:16][C:15]1[CH:17]=[CH:18][C:19]([O:21][C:22]2[C:31]3[C:26](=[CH:27][C:28]([O:34][CH3:35])=[C:29]([O:32][CH3:33])[CH:30]=3)[N:25]=[CH:24][CH:23]=2)=[CH:20][C:14]=1[Cl:13])=[S:12])=[O:9]. (4) Given the reactants [CH3:1][O:2][C:3]1[CH:10]=[C:9]([CH3:11])[CH:8]=[CH:7][C:4]=1[CH:5]=[O:6].[CH3:12][CH2:13][Mg+].[Br-].[Cl-].[NH4+], predict the reaction product. The product is: [CH3:1][O:2][C:3]1[CH:10]=[C:9]([CH3:11])[CH:8]=[CH:7][C:4]=1[CH:5]([OH:6])[CH2:12][CH3:13]. (5) Given the reactants [OH:1][CH2:2][CH2:3][CH2:4][CH2:5][CH2:6][CH2:7][CH2:8][CH2:9][CH2:10][O:11][C:12]1[CH:17]=[CH:16][N:15]=[C:14]([CH2:18][O:19]C(=O)C)[C:13]=1[CH3:23].[OH-].[Na+], predict the reaction product. The product is: [OH:1][CH2:2][CH2:3][CH2:4][CH2:5][CH2:6][CH2:7][CH2:8][CH2:9][CH2:10][O:11][C:12]1[CH:17]=[CH:16][N:15]=[C:14]([CH2:18][OH:19])[C:13]=1[CH3:23]. (6) Given the reactants [C:1]([O:9][C@H:10]1[C@H:14]([OH:15])[CH2:13][N:12]([C:16]([O:18][CH2:19][C:20]2[CH:25]=[CH:24][CH:23]=[CH:22][CH:21]=2)=[O:17])[C@@H:11]1[CH2:26]O)(=[O:8])[C:2]1[CH:7]=[CH:6][CH:5]=[CH:4][CH:3]=1.C(N(S(F)(F)[F:34])CC)C.C(=O)([O-])O.[Na+], predict the reaction product. The product is: [C:1]([O:9][C@H:10]1[C@H:14]([OH:15])[CH2:13][N:12]([C:16]([O:18][CH2:19][C:20]2[CH:25]=[CH:24][CH:23]=[CH:22][CH:21]=2)=[O:17])[C@H:11]1[CH2:26][F:34])(=[O:8])[C:2]1[CH:7]=[CH:6][CH:5]=[CH:4][CH:3]=1. (7) Given the reactants O=C1O[C@H]([C@H](CO)O)C([O-])=C1O.[Na+].[C:14]1([C:20]#[CH:21])[CH:19]=[CH:18][CH:17]=[CH:16][CH:15]=1.[CH3:22][C:23]1[CH:24]=[C:25]([CH:37]=[CH:38][CH:39]=1)[CH:26]=[C:27]1[C:32](=[O:33])[O:31][C:30]([CH3:35])([CH3:34])[O:29][C:28]1=[O:36], predict the reaction product. The product is: [C:14]1([C:20]#[C:21][C@@H:26]([CH:27]2[C:28](=[O:36])[O:29][C:30]([CH3:34])([CH3:35])[O:31][C:32]2=[O:33])[C:25]2[CH:24]=[C:23]([CH3:22])[CH:39]=[CH:38][CH:37]=2)[CH:19]=[CH:18][CH:17]=[CH:16][CH:15]=1.